Predict the product of the given reaction. From a dataset of Forward reaction prediction with 1.9M reactions from USPTO patents (1976-2016). (1) Given the reactants [CH2:1]([N:3]1[C:7](=[O:8])[CH:6]=[C:5]([C:9]2[CH:10]=[C:11]([CH:14]=[CH:15][CH:16]=2)[C:12]#[N:13])[NH:4]1)[CH3:2].F[C:18]1[CH:25]=[CH:24][C:21]([CH:22]=[O:23])=[CH:20][CH:19]=1, predict the reaction product. The product is: [CH2:1]([N:3]1[C:7]([O:8][C:18]2[CH:25]=[CH:24][C:21]([CH:22]=[O:23])=[CH:20][CH:19]=2)=[CH:6][C:5]([C:9]2[CH:10]=[C:11]([CH:14]=[CH:15][CH:16]=2)[C:12]#[N:13])=[N:4]1)[CH3:2]. (2) Given the reactants [CH3:1][C:2]1[O:6][C:5]([C:7]2[CH:12]=[CH:11][C:10]([O:13][CH2:14][C:15]3[CH:20]=[CH:19][CH:18]=[CH:17][N:16]=3)=[CH:9][CH:8]=2)=[N:4][C:3]=1[CH2:21][CH2:22]OS(C)(=O)=O.[NH:28]1[CH2:32][CH2:31][CH2:30][CH2:29]1, predict the reaction product. The product is: [CH3:1][C:2]1[O:6][C:5]([C:7]2[CH:8]=[CH:9][C:10]([O:13][CH2:14][C:15]3[CH:20]=[CH:19][CH:18]=[CH:17][N:16]=3)=[CH:11][CH:12]=2)=[N:4][C:3]=1[CH2:21][CH2:22][N:28]1[CH2:32][CH2:31][CH2:30][CH2:29]1. (3) The product is: [F:2][C:3]1[CH:4]=[C:5]([CH:17]=[CH:18][CH:19]=1)[CH2:6][CH:7]1[C:15](=[O:16])[N:10]2[CH2:11][CH2:12][N:13]([S:28]([C:25]3[CH:24]=[CH:23][C:22]([C:21]([F:20])([F:32])[F:33])=[CH:27][CH:26]=3)(=[O:30])=[O:29])[CH2:14][C@@H:9]2[CH2:8]1. Given the reactants Cl.[F:2][C:3]1[CH:4]=[C:5]([CH:17]=[CH:18][CH:19]=1)[CH2:6][CH:7]1[C:15](=[O:16])[N:10]2[CH2:11][CH2:12][NH:13][CH2:14][C@@H:9]2[CH2:8]1.[F:20][C:21]([F:33])([F:32])[C:22]1[CH:27]=[CH:26][C:25]([S:28](Cl)(=[O:30])=[O:29])=[CH:24][CH:23]=1.C(N(CC)CC)C, predict the reaction product. (4) Given the reactants [CH3:1][O:2][CH2:3][CH:4]([NH:6][C:7]([C:9]1[CH:10]=[C:11]([C:16]2[CH:21]=[CH:20][C:19]([CH3:22])=[CH:18][CH:17]=2)[CH:12]=[C:13]([NH2:15])[CH:14]=1)=[O:8])[CH3:5].N([O-])=O.[Na+].[N-:27]=[N+:28]=[N-].[Na+], predict the reaction product. The product is: [CH3:1][O:2][CH2:3][CH:4]([NH:6][C:7]([C:9]1[CH:10]=[C:11]([C:16]2[CH:17]=[CH:18][C:19]([CH3:22])=[CH:20][CH:21]=2)[CH:12]=[C:13]([N:15]=[N+:27]=[N-:28])[CH:14]=1)=[O:8])[CH3:5]. (5) Given the reactants OC(C(F)(F)F)=O.[Br:8][C:9]1[CH:10]=[C:11]([C:15]2([CH3:28])[N:20]=[C:19]([NH:21]OC)[C:18]3[CH:24]=[CH:25][CH:26]=[CH:27][C:17]=3[O:16]2)[CH:12]=[CH:13][CH:14]=1, predict the reaction product. The product is: [Br:8][C:9]1[CH:10]=[C:11]([C:15]2([CH3:28])[N:20]=[C:19]([NH2:21])[C:18]3[CH:24]=[CH:25][CH:26]=[CH:27][C:17]=3[O:16]2)[CH:12]=[CH:13][CH:14]=1. (6) Given the reactants [F:1][C:2]1[CH:7]=[C:6]([F:8])[C:5]([F:9])=[CH:4][C:3]=1[NH2:10].[Br:11][C:12]1[S:16][C:15]([CH:17]=O)=[CH:14][CH:13]=1.[BH4-].[Na+], predict the reaction product. The product is: [Br:11][C:12]1[S:16][C:15]([CH2:17][NH:10][C:3]2[CH:4]=[C:5]([F:9])[C:6]([F:8])=[CH:7][C:2]=2[F:1])=[CH:14][CH:13]=1.